From a dataset of Full USPTO retrosynthesis dataset with 1.9M reactions from patents (1976-2016). Predict the reactants needed to synthesize the given product. (1) Given the product [F:42][C:41]([F:44])([F:43])[C:5]1[CH:4]=[C:3]([S:8]([N:11]2[C:19]3[C:14](=[C:15]([CH:20]=[CH2:21])[CH:16]=[CH:17][CH:18]=3)[CH:13]=[CH:12]2)(=[O:10])=[O:9])[CH:2]=[CH:7][CH:6]=1, predict the reactants needed to synthesize it. The reactants are: C[C:2]1[CH:7]=[CH:6][CH:5]=[CH:4][C:3]=1[S:8]([N:11]1[C:19]2[C:14](=[C:15]([CH:20]=[CH2:21])[CH:16]=[CH:17][CH:18]=2)[CH:13]=[CH:12]1)(=[O:10])=[O:9].BrC1C=CC=C2C=1C=CN2S(C1C=CC=C([C:41]([F:44])([F:43])[F:42])C=1)(=O)=O.C([Sn](CCCC)(CCCC)C=C)CCC. (2) Given the product [CH2:1]([C:3]1[CH:4]=[CH:5][CH:6]=[C:7]([C:9]([C:12]2[CH:17]=[CH:16][CH:15]=[CH:14][CH:13]=2)=[CH2:10])[CH:8]=1)[CH3:2], predict the reactants needed to synthesize it. The reactants are: [CH2:1]([C:3]1[CH:4]=[CH:5][C:6](OC)=[C:7]([C:9]([C:12]2[CH:17]=[CH:16][CH:15]=[CH:14][CH:13]=2)(O)[CH3:10])[CH:8]=1)[CH3:2].O.C1(C)C=CC(S(O)(=O)=O)=CC=1.